Dataset: Catalyst prediction with 721,799 reactions and 888 catalyst types from USPTO. Task: Predict which catalyst facilitates the given reaction. (1) Reactant: [Cl:1][C:2]1[CH:3]=[C:4]([C@@H:9]([C:22]2[CH:27]=[CH:26][C:25]([C:28]3[CH:29]=[N:30][NH:31][CH:32]=3)=[CH:24][CH:23]=2)[CH2:10][C:11]([NH:13][C@H](C2C=CC=CC=2)C)=[O:12])[CH:5]=[CH:6][C:7]=1[Cl:8].O.[OH-].[Na+]. Product: [Cl:1][C:2]1[CH:3]=[C:4]([C@@H:9]([C:22]2[CH:27]=[CH:26][C:25]([C:28]3[CH:32]=[N:31][NH:30][CH:29]=3)=[CH:24][CH:23]=2)[CH2:10][C:11]([NH2:13])=[O:12])[CH:5]=[CH:6][C:7]=1[Cl:8]. The catalyst class is: 65. (2) Reactant: [C:1]([C:5]1[O:9][N:8]=[C:7]([NH:10][C:11](=[O:45])[NH:12][C:13]2[CH:14]=[C:15]([CH:42]=[CH:43][CH:44]=2)[O:16][C:17]2[C:26]3[C:21](=[CH:22][C:23]([O:29][C@H:30]4[CH2:34][CH2:33][N:32](C(OC(C)(C)C)=O)[CH2:31]4)=[C:24]([O:27][CH3:28])[CH:25]=3)[N:20]=[CH:19][N:18]=2)[CH:6]=1)([CH3:4])([CH3:3])[CH3:2].Cl. Product: [C:1]([C:5]1[O:9][N:8]=[C:7]([NH:10][C:11]([NH:12][C:13]2[CH:44]=[CH:43][CH:42]=[C:15]([O:16][C:17]3[C:26]4[C:21](=[CH:22][C:23]([O:29][C@H:30]5[CH2:34][CH2:33][NH:32][CH2:31]5)=[C:24]([O:27][CH3:28])[CH:25]=4)[N:20]=[CH:19][N:18]=3)[CH:14]=2)=[O:45])[CH:6]=1)([CH3:4])([CH3:2])[CH3:3]. The catalyst class is: 135. (3) Reactant: [CH3:1][C:2]1[C:6]([C:7]2[CH:16]=[C:15]3[C:10]([C:11]([NH:18][CH2:19][C:20]4[CH:25]=[CH:24][CH:23]=[CH:22][N:21]=4)=[C:12]([NH2:17])[CH:13]=[N:14]3)=[CH:9][C:8]=2[O:26][CH3:27])=[C:5]([CH3:28])[O:4][N:3]=1.[CH3:29][O:30][CH2:31][C:32](Cl)=O.C(=O)([O-])O.[Na+]. Product: [CH3:27][O:26][C:8]1[C:7]([C:6]2[C:2]([CH3:1])=[N:3][O:4][C:5]=2[CH3:28])=[CH:16][C:15]2[N:14]=[CH:13][C:12]3[N:17]=[C:32]([CH2:31][O:30][CH3:29])[N:18]([CH2:19][C:20]4[CH:25]=[CH:24][CH:23]=[CH:22][N:21]=4)[C:11]=3[C:10]=2[CH:9]=1. The catalyst class is: 2.